This data is from Full USPTO retrosynthesis dataset with 1.9M reactions from patents (1976-2016). The task is: Predict the reactants needed to synthesize the given product. The reactants are: [CH:1]1([CH2:4][N:5]2[CH2:11][CH2:10][C:9]3[CH:12]=[CH:13][C:14]([OH:16])=[CH:15][C:8]=3[CH2:7][CH2:6]2)[CH2:3][CH2:2]1.O[CH:18]1[CH2:23][CH2:22][N:21]([C:24]([O:26][C:27]([CH3:30])([CH3:29])[CH3:28])=[O:25])[CH2:20][CH2:19]1.C1(P(C2C=CC=CC=2)C2C=CC=CC=2)C=CC=CC=1.N(C(OC(C)(C)C)=O)=NC(OC(C)(C)C)=O. Given the product [CH:1]1([CH2:4][N:5]2[CH2:11][CH2:10][C:9]3[CH:12]=[CH:13][C:14]([O:16][CH:18]4[CH2:23][CH2:22][N:21]([C:24]([O:26][C:27]([CH3:30])([CH3:29])[CH3:28])=[O:25])[CH2:20][CH2:19]4)=[CH:15][C:8]=3[CH2:7][CH2:6]2)[CH2:2][CH2:3]1, predict the reactants needed to synthesize it.